Dataset: Reaction yield outcomes from USPTO patents with 853,638 reactions. Task: Predict the reaction yield, written as a fraction of the theoretical maximum amount of product (1.0 means a 100% yield; for example, 0.34 means a 34% yield). (1) The reactants are [Br:1][C:2]1[C:10]2[C:5](=[CH:6][CH:7]=[C:8]([C:11]([NH2:13])=O)[CH:9]=2)[N:4]([CH:14]2[CH2:19][CH2:18][CH2:17][CH2:16][O:15]2)[N:3]=1.COC(OC)[N:23]([CH3:25])C.C(O)(=O)C.[NH2:32]N. The catalyst is O. The product is [NH:23]1[CH:25]=[N:32][C:11]([C:8]2[CH:9]=[C:10]3[C:5](=[CH:6][CH:7]=2)[N:4]([CH:14]2[CH2:19][CH2:18][CH2:17][CH2:16][O:15]2)[N:3]=[C:2]3[Br:1])=[N:13]1. The yield is 0.930. (2) The reactants are [NH2:1][CH2:2][C:3]1[C:4]([NH2:28])=[N:5][C:6]([O:9][CH2:10][CH2:11][CH2:12][CH2:13][N:14]2[CH2:19][CH2:18][N:17]([C:20]3[CH:25]=[CH:24][CH:23]=[C:22]([Cl:26])[C:21]=3[Cl:27])[CH2:16][CH2:15]2)=[CH:7][CH:8]=1.Cl[C:30](OC1C=CC([N+]([O-])=O)=CC=1)=[O:31].[Li+].CC([N-]C(C)C)C. The catalyst is C1COCC1. The product is [Cl:27][C:21]1[C:22]([Cl:26])=[CH:23][CH:24]=[CH:25][C:20]=1[N:17]1[CH2:16][CH2:15][N:14]([CH2:13][CH2:12][CH2:11][CH2:10][O:9][C:6]2[CH:7]=[CH:8][C:3]3[CH2:2][NH:1][C:30](=[O:31])[NH:28][C:4]=3[N:5]=2)[CH2:19][CH2:18]1. The yield is 0.250. (3) The reactants are [CH3:1][O:2][C:3]([C:5]1[CH:6]=[C:7]([C:14]2[CH:19]=[CH:18][C:17]([CH3:20])=[CH:16][CH:15]=2)[CH:8]=[C:9]([N+:11]([O-])=O)[CH:10]=1)=[O:4].Cl[Sn]Cl. The catalyst is CO. The product is [CH3:1][O:2][C:3]([C:5]1[CH:6]=[C:7]([C:14]2[CH:19]=[CH:18][C:17]([CH3:20])=[CH:16][CH:15]=2)[CH:8]=[C:9]([NH2:11])[CH:10]=1)=[O:4]. The yield is 0.950. (4) The reactants are [NH3:1].CO[C:4](=[O:38])[CH:5]([NH:30][C:31]([O:33][C:34]([CH3:37])([CH3:36])[CH3:35])=[O:32])[CH2:6][CH2:7][O:8][C:9]1[CH:14]=[CH:13][C:12]([CH2:15][CH2:16][CH2:17][CH2:18][NH:19][C:20]([O:22][CH2:23][C:24]2[CH:29]=[CH:28][CH:27]=[CH:26][CH:25]=2)=[O:21])=[CH:11][CH:10]=1. The catalyst is CO. The product is [CH2:23]([O:22][C:20](=[O:21])[NH:19][CH2:18][CH2:17][CH2:16][CH2:15][C:12]1[CH:13]=[CH:14][C:9]([O:8][CH2:7][CH2:6][CH:5]([NH:30][C:31]([O:33][C:34]([CH3:37])([CH3:35])[CH3:36])=[O:32])[C:4](=[O:38])[NH2:1])=[CH:10][CH:11]=1)[C:24]1[CH:25]=[CH:26][CH:27]=[CH:28][CH:29]=1. The yield is 0.630. (5) The reactants are [CH3:1][C@:2]12[C:10]([C:11]3([CH2:14][C:15]#[C:16][C:17]([OH:26])([C:22]([F:25])([F:24])[F:23])[C:18]([F:21])([F:20])[F:19])[CH2:13][CH2:12]3)=[CH:9][CH2:8][C@H:7]1[C@@H:6]([OH:27])[CH2:5][CH2:4][CH2:3]2.C(OCC)(=O)C.CCCCCC. The catalyst is [Pd].CC([O-])=O.CC([O-])=O.[Pb+2].C(O)C. The product is [CH3:1][C@:2]12[C:10]([C:11]3([CH2:14]/[CH:15]=[CH:16]\[C:17]([OH:26])([C:22]([F:23])([F:24])[F:25])[C:18]([F:20])([F:21])[F:19])[CH2:13][CH2:12]3)=[CH:9][CH2:8][C@H:7]1[C@@H:6]([OH:27])[CH2:5][CH2:4][CH2:3]2. The yield is 0.870.